Dataset: Full USPTO retrosynthesis dataset with 1.9M reactions from patents (1976-2016). Task: Predict the reactants needed to synthesize the given product. (1) Given the product [C:1]1([N:7]([C:16]2[CH:21]=[CH:20][CH:19]=[CH:18][CH:17]=2)[C:8]2[CH:15]=[CH:14][C:11]([CH:12]=[CH2:23])=[CH:10][CH:9]=2)[CH:6]=[CH:5][CH:4]=[CH:3][CH:2]=1, predict the reactants needed to synthesize it. The reactants are: [C:1]1([N:7]([C:16]2[CH:21]=[CH:20][CH:19]=[CH:18][CH:17]=2)[C:8]2[CH:15]=[CH:14][C:11]([CH:12]=O)=[CH:10][CH:9]=2)[CH:6]=[CH:5][CH:4]=[CH:3][CH:2]=1.O.[CH2:23]1COCC1. (2) Given the product [Cl:25][C:26]1[CH:27]=[C:28]([NH:32][CH2:33][C:16]([NH:15][CH2:14][C:13]2[CH:12]=[CH:11][C:10]([C:4]3[C:5]4[CH:9]=[CH:8][NH:7][C:6]=4[N:1]=[CH:2][N:3]=3)=[CH:24][CH:23]=2)=[O:22])[CH:29]=[CH:30][CH:31]=1, predict the reactants needed to synthesize it. The reactants are: [N:1]1[C:6]2[NH:7][CH:8]=[CH:9][C:5]=2[C:4]([C:10]2[CH:24]=[CH:23][C:13]([CH2:14][NH:15][C:16](=[O:22])OC(C)(C)C)=[CH:12][CH:11]=2)=[N:3][CH:2]=1.[Cl:25][C:26]1[CH:27]=[C:28]([NH:32][CH2:33]C(O)=O)[CH:29]=[CH:30][CH:31]=1.CCN(C(C)C)C(C)C.CN(C(ON1N=NC2C=CC=NC1=2)=[N+](C)C)C.F[P-](F)(F)(F)(F)F.